Dataset: Full USPTO retrosynthesis dataset with 1.9M reactions from patents (1976-2016). Task: Predict the reactants needed to synthesize the given product. (1) Given the product [Cl:1][C:2]1[CH:3]=[CH:4][C:5]2[C:6]3[CH2:14][N:13]([CH3:15])[CH2:12][CH2:11][C:7]=3[N:8]([CH2:20][CH:19]([C:21]3[CH:26]=[CH:25][N:24]=[CH:23][CH:22]=3)[OH:18])[C:9]=2[CH:10]=1, predict the reactants needed to synthesize it. The reactants are: [Cl:1][C:2]1[CH:3]=[CH:4][C:5]2[C:6]3[CH2:14][N:13]([CH3:15])[CH2:12][CH2:11][C:7]=3[NH:8][C:9]=2[CH:10]=1.[H-].[Na+].[O:18]1[CH2:20][CH:19]1[C:21]1[CH:26]=[CH:25][N:24]=[CH:23][CH:22]=1. (2) Given the product [OH:11][CH2:10][CH2:9][C@@H:8]([NH:12][C:13](=[O:19])[O:14][C:15]([CH3:18])([CH3:17])[CH3:16])[C:4]1[CH:5]=[CH:6][CH:7]=[C:2]([B:23]2[O:24][C:25]([CH3:27])([CH3:26])[C:21]([CH3:37])([CH3:20])[O:22]2)[CH:3]=1, predict the reactants needed to synthesize it. The reactants are: Br[C:2]1[CH:3]=[C:4]([C@H:8]([NH:12][C:13](=[O:19])[O:14][C:15]([CH3:18])([CH3:17])[CH3:16])[CH2:9][CH2:10][OH:11])[CH:5]=[CH:6][CH:7]=1.[CH3:20][C:21]1([CH3:37])[C:25]([CH3:27])([CH3:26])[O:24][B:23]([B:23]2[O:24][C:25]([CH3:27])([CH3:26])[C:21]([CH3:37])([CH3:20])[O:22]2)[O:22]1.C([O-])(=O)C.[K+].C(Cl)Cl. (3) Given the product [Cl:6][C:7]1[N:8]=[N:9][C:10]([C:22]2[CH2:27][CH2:26][N:25]([C:28]([O:30][C:31]([CH3:34])([CH3:33])[CH3:32])=[O:29])[CH2:24][CH:23]=2)=[CH:11][CH:12]=1, predict the reactants needed to synthesize it. The reactants are: C([O-])(O)=O.[Na+].[Cl:6][C:7]1[N:8]=[N:9][C:10](Cl)=[CH:11][CH:12]=1.CC1(C)C(C)(C)OB([C:22]2[CH2:27][CH2:26][N:25]([C:28]([O:30][C:31]([CH3:34])([CH3:33])[CH3:32])=[O:29])[CH2:24][CH:23]=2)O1.